This data is from Full USPTO retrosynthesis dataset with 1.9M reactions from patents (1976-2016). The task is: Predict the reactants needed to synthesize the given product. (1) Given the product [CH2:34]([C:31]1[CH:30]=[N:29][C:28]([N:1]2[CH2:2][CH2:3][CH:4]([CH:7]([O:9][CH:10]3[CH2:13][N:12]([C:14]([O:16][C:17]([CH3:19])([CH3:18])[CH3:20])=[O:15])[CH2:11]3)[CH3:8])[CH2:5][CH2:6]2)=[N:33][CH:32]=1)[CH3:35], predict the reactants needed to synthesize it. The reactants are: [NH:1]1[CH2:6][CH2:5][CH:4]([CH:7]([O:9][CH:10]2[CH2:13][N:12]([C:14]([O:16][C:17]([CH3:20])([CH3:19])[CH3:18])=[O:15])[CH2:11]2)[CH3:8])[CH2:3][CH2:2]1.C([O-])([O-])=O.[Cs+].[Cs+].Cl[C:28]1[N:33]=[CH:32][C:31]([CH2:34][CH3:35])=[CH:30][N:29]=1. (2) The reactants are: [C:1]([C:5]1[N:10]=[CH:9][C:8]([C:11]2[N:12]([C:32]([N:34]3[CH2:39][CH2:38][CH:37]([CH2:40][C:41]([OH:43])=O)[CH2:36][CH2:35]3)=[O:33])[C@@:13]([C:25]3[CH:30]=[CH:29][C:28]([Cl:31])=[CH:27][CH:26]=3)([CH3:24])[C@@:14]([C:17]3[CH:22]=[CH:21][C:20]([Cl:23])=[CH:19][CH:18]=3)([CH3:16])[N:15]=2)=[C:7]([O:44][CH2:45][CH3:46])[CH:6]=1)([CH3:4])([CH3:3])[CH3:2].[CH2:47]([C:51]1[CH:57]=[CH:56][CH:55]=[CH:54][C:52]=1[NH2:53])[CH2:48][CH2:49][CH3:50]. Given the product [C:1]([C:5]1[N:10]=[CH:9][C:8]([C:11]2[N:12]([C:32]([N:34]3[CH2:35][CH2:36][CH:37]([CH2:40][C:41]([NH:53][C:52]4[CH:54]=[CH:55][CH:56]=[CH:57][C:51]=4[CH2:47][CH2:48][CH2:49][CH3:50])=[O:43])[CH2:38][CH2:39]3)=[O:33])[C@@:13]([C:25]3[CH:30]=[CH:29][C:28]([Cl:31])=[CH:27][CH:26]=3)([CH3:24])[C@@:14]([C:17]3[CH:22]=[CH:21][C:20]([Cl:23])=[CH:19][CH:18]=3)([CH3:16])[N:15]=2)=[C:7]([O:44][CH2:45][CH3:46])[CH:6]=1)([CH3:4])([CH3:3])[CH3:2], predict the reactants needed to synthesize it. (3) Given the product [CH3:9][C@@H:8]1[CH2:7][CH2:6][CH2:5][N:4]([C:10]([C:12]2[CH:17]=[C:16]([CH3:18])[CH:15]=[CH:14][C:13]=2[N:19]2[N:23]=[CH:22][CH:21]=[N:20]2)=[O:11])[C@@H:3]1[CH2:2][NH:1][C:25]1[N:26]=[N:27][C:28]([CH3:31])=[CH:29][CH:30]=1, predict the reactants needed to synthesize it. The reactants are: [NH2:1][CH2:2][C@@H:3]1[C@H:8]([CH3:9])[CH2:7][CH2:6][CH2:5][N:4]1[C:10]([C:12]1[CH:17]=[C:16]([CH3:18])[CH:15]=[CH:14][C:13]=1[N:19]1[N:23]=[CH:22][CH:21]=[N:20]1)=[O:11].Cl[C:25]1[N:26]=[N:27][C:28]([CH3:31])=[CH:29][CH:30]=1.